From a dataset of Reaction yield outcomes from USPTO patents with 853,638 reactions. Predict the reaction yield, written as a fraction of the theoretical maximum amount of product (1.0 means a 100% yield; for example, 0.34 means a 34% yield). (1) The reactants are [OH:1][C:2]1[CH:11]=[CH:10][CH:9]=[C:8]2[C:3]=1[CH2:4][CH2:5][CH2:6][C:7]2=[O:12].I[C:14]1[CH:19]=[CH:18][CH:17]=[CH:16][CH:15]=1.[H-].[Na+].COCCOCCN(CCOCCOC)CCOCCOC. The catalyst is CN(C=O)C.O.Cl[Cu]. The product is [O:1]([C:2]1[CH:11]=[CH:10][CH:9]=[C:8]2[C:3]=1[CH2:4][CH2:5][CH2:6][C:7]2=[O:12])[C:14]1[CH:19]=[CH:18][CH:17]=[CH:16][CH:15]=1. The yield is 0.180. (2) The reactants are [CH:1]([N:4]1[C:8](=[O:9])[N:7]([C:10]2[CH:15]=[CH:14][C:13]([N:16]3[CH2:21][CH2:20][N:19]([C:22]4[CH:27]=[CH:26][C:25]([O:28]C)=[CH:24][CH:23]=4)[CH2:18][CH2:17]3)=[CH:12][CH:11]=2)[CH:6]=[N:5]1)([CH3:3])[CH3:2]. The catalyst is Br. The product is [OH:28][C:25]1[CH:26]=[CH:27][C:22]([N:19]2[CH2:18][CH2:17][N:16]([C:13]3[CH:12]=[CH:11][C:10]([N:7]4[C:8](=[O:9])[N:4]([CH:1]([CH3:3])[CH3:2])[N:5]=[CH:6]4)=[CH:15][CH:14]=3)[CH2:21][CH2:20]2)=[CH:23][CH:24]=1. The yield is 0.960. (3) The reactants are [C:1]1([C@@H:13]2[CH2:18][CH2:17][CH2:16][N:15](C(OC(C)(C)C)=O)[CH2:14]2)[N:5]2[C:6]3[CH:12]=[CH:11][NH:10][C:7]=3[N:8]=[CH:9][C:4]2=[CH:3][N:2]=1.O1CCOCC1.[ClH:32]. The catalyst is CCOCC. The product is [ClH:32].[NH:15]1[CH2:16][CH2:17][CH2:18][C@@H:13]([C:1]2[N:5]3[C:6]4[CH:12]=[CH:11][NH:10][C:7]=4[N:8]=[CH:9][C:4]3=[CH:3][N:2]=2)[CH2:14]1. The yield is 0.940. (4) The reactants are [C:1]([SiH2:5][O:6][C:7]([CH3:22])([CH3:21])[C:8]1[O:12][N:11]=[C:10]([C:13]2[CH:18]=[CH:17][CH:16]=[CH:15][CH:14]=2)[C:9]=1[CH2:19][OH:20])([CH3:4])([CH3:3])[CH3:2].[H-].[Na+].Cl[C:26]1[CH:35]=[CH:34][C:29]([C:30]([O:32][CH3:33])=[O:31])=[CH:28][N:27]=1. The catalyst is C1COCC1. The product is [CH3:33][O:32][C:30](=[O:31])[C:29]1[CH:34]=[CH:35][C:26]([O:20][CH2:19][C:9]2[C:10]([C:13]3[CH:14]=[CH:15][CH:16]=[CH:17][CH:18]=3)=[N:11][O:12][C:8]=2[C:7]([CH3:22])([CH3:21])[O:6][SiH2:5][C:1]([CH3:4])([CH3:2])[CH3:3])=[N:27][CH:28]=1. The yield is 0.470. (5) The reactants are [I-].[CH3:2][O:3][CH2:4][CH2:5][O:6][CH2:7][CH2:8][O:9][C:10]1[C:15]([CH3:16])=[CH:14][C:13]([S+:17]2[C:21]3[CH:22]=[CH:23][CH:24]=[CH:25][C:20]=3[C:19]3[CH:26]=[CH:27][CH:28]=[CH:29][C:18]2=3)=[CH:12][C:11]=1[CH3:30].[F:31][C:32]([F:44])([S:40]([O-:43])(=[O:42])=[O:41])[CH2:33][O:34][C:35](=[O:39])[C:36]([CH3:38])=[CH2:37].C([NH+](CC)CC)C.O. The catalyst is ClCCl. The product is [F:44][C:32]([F:31])([S:40]([O-:43])(=[O:42])=[O:41])[CH2:33][O:34][C:35](=[O:39])[C:36]([CH3:38])=[CH2:37].[CH3:2][O:3][CH2:4][CH2:5][O:6][CH2:7][CH2:8][O:9][C:10]1[C:11]([CH3:30])=[CH:12][C:13]([S+:17]2[C:18]3[CH:29]=[CH:28][CH:27]=[CH:26][C:19]=3[C:20]3[CH:25]=[CH:24][CH:23]=[CH:22][C:21]2=3)=[CH:14][C:15]=1[CH3:16]. The yield is 0.970. (6) The reactants are Cl[C:2]1[CH:7]=[CH:6][N:5]=[C:4]2[CH:8]=[C:9]([C:11]([N:13]([CH3:15])[CH3:14])=[O:12])[S:10][C:3]=12.C(=O)([O-])[O-].[K+].[K+].[F:22][C:23]1[CH:28]=[C:27]([N+:29]([O-:31])=[O:30])[CH:26]=[CH:25][C:24]=1[OH:32].CO.CCOC(C)=O. The catalyst is C1(OC2C=CC=CC=2)C=CC=CC=1.CCOC(C)=O. The product is [F:22][C:23]1[CH:28]=[C:27]([N+:29]([O-:31])=[O:30])[CH:26]=[CH:25][C:24]=1[O:32][C:2]1[CH:7]=[CH:6][N:5]=[C:4]2[CH:8]=[C:9]([C:11]([N:13]([CH3:15])[CH3:14])=[O:12])[S:10][C:3]=12. The yield is 0.410. (7) The product is [CH2:1]([N:8]1[CH2:12][CH:11]([C:13]2[CH:18]=[CH:17][CH:16]=[C:15]([Cl:19])[CH:14]=2)[CH:10]([N:20]([CH2:23][C:24]2[CH:29]=[CH:28][C:27]([C:30]([F:31])([F:32])[F:33])=[C:26]([F:34])[CH:25]=2)[CH3:21])[CH2:9]1)[C:2]1[CH:7]=[CH:6][CH:5]=[CH:4][CH:3]=1. The yield is 0.570. The reactants are [CH2:1]([N:8]1[CH2:12][CH:11]([C:13]2[CH:18]=[CH:17][CH:16]=[C:15]([Cl:19])[CH:14]=2)[CH:10]([NH:20][CH3:21])[CH2:9]1)[C:2]1[CH:7]=[CH:6][CH:5]=[CH:4][CH:3]=1.Br[CH2:23][C:24]1[CH:29]=[CH:28][C:27]([C:30]([F:33])([F:32])[F:31])=[C:26]([F:34])[CH:25]=1.CCN(CC)CC. The catalyst is C1COCC1.